This data is from Catalyst prediction with 721,799 reactions and 888 catalyst types from USPTO. The task is: Predict which catalyst facilitates the given reaction. Reactant: [CH:1]1([CH2:6][CH:7]([C:11]2[CH:16]=[CH:15][C:14]([Cl:17])=[C:13]([Cl:18])[CH:12]=2)[C:8]([OH:10])=O)[CH2:5][CH2:4][CH2:3][CH2:2]1.C(Cl)(=O)C(Cl)=O.[CH2:25]([O:32][C:33]1[CH:34]=[CH:35][C:36]([NH2:39])=[N:37][CH:38]=1)[C:26]1[CH:31]=[CH:30][CH:29]=[CH:28][CH:27]=1.C(N(CC)C(C)C)(C)C. Product: [CH2:25]([O:32][C:33]1[CH:34]=[CH:35][C:36]([NH:39][C:8](=[O:10])[CH:7]([C:11]2[CH:16]=[CH:15][C:14]([Cl:17])=[C:13]([Cl:18])[CH:12]=2)[CH2:6][CH:1]2[CH2:2][CH2:3][CH2:4][CH2:5]2)=[N:37][CH:38]=1)[C:26]1[CH:27]=[CH:28][CH:29]=[CH:30][CH:31]=1. The catalyst class is: 306.